From a dataset of Forward reaction prediction with 1.9M reactions from USPTO patents (1976-2016). Predict the product of the given reaction. (1) Given the reactants [S:1]1[C:5]2[CH2:6][CH2:7][CH2:8][C:4]=2[N:3]=[C:2]1[C:9](=[O:16])[CH2:10][C:11]([O:13][CH2:14][CH3:15])=[O:12].CO[CH:19](OC)[N:20]([CH3:22])[CH3:21], predict the reaction product. The product is: [S:1]1[C:5]2[CH2:6][CH2:7][CH2:8][C:4]=2[N:3]=[C:2]1[C:9](/[C:10](=[CH:19]/[N:20]([CH3:22])[CH3:21])/[C:11]([O:13][CH2:14][CH3:15])=[O:12])=[O:16]. (2) Given the reactants [F-].C([N+](CCCC)(CCCC)CCCC)CCC.C[Si](C)(C)CCOC([NH:26][C:27]1[N:42]=[CH:41][C:30]2[N:31]([CH:38]([CH3:40])[CH3:39])[C:32]3[C:37]([C:29]=2[C:28]=1[CH2:43][CH3:44])=[CH:36][CH:35]=[CH:34][CH:33]=3)=O, predict the reaction product. The product is: [NH2:26][C:27]1[N:42]=[CH:41][C:30]2[N:31]([CH:38]([CH3:40])[CH3:39])[C:32]3[C:37]([C:29]=2[C:28]=1[CH2:43][CH3:44])=[CH:36][CH:35]=[CH:34][CH:33]=3. (3) Given the reactants C(N(CC)CC)C.[Cl:8][C:9]1[N:10]=[N:11][C:12]([N:15]2[CH2:20][CH2:19][NH:18][CH2:17][CH2:16]2)=[CH:13][CH:14]=1.[F:21][C:22]([F:33])([F:32])[C:23]1[CH:31]=[CH:30][CH:29]=[CH:28][C:24]=1[C:25](Cl)=[O:26], predict the reaction product. The product is: [Cl:8][C:9]1[N:10]=[N:11][C:12]([N:15]2[CH2:16][CH2:17][N:18]([C:25]([C:24]3[CH:28]=[CH:29][CH:30]=[CH:31][C:23]=3[C:22]([F:21])([F:32])[F:33])=[O:26])[CH2:19][CH2:20]2)=[CH:13][CH:14]=1. (4) The product is: [Cl:20][C:12]1[CH2:13][CH2:14][N:10]([C:7]2[CH:8]=[CH:9][C:4]([O:3][C:2]([F:17])([F:16])[F:1])=[CH:5][CH:6]=2)[N:11]=1. Given the reactants [F:1][C:2]([F:17])([F:16])[O:3][C:4]1[CH:9]=[CH:8][C:7]([N:10]2[CH2:14][CH2:13][C:12](=O)[NH:11]2)=[CH:6][CH:5]=1.P(Cl)(Cl)([Cl:20])=O, predict the reaction product. (5) Given the reactants [N:1]([CH2:4][C@@H:5]1[CH2:10][NH:9][C:8]2[CH:11]=[CH:12][CH:13]=[C:14](Br)[C:7]=2[O:6]1)=[N+:2]=[N-:3].[CH3:16][O:17][C:18]1[CH:23]=[CH:22][C:21](B(O)O)=[C:20]([CH3:27])[CH:19]=1, predict the reaction product. The product is: [N:1]([CH2:4][C@H:5]1[CH2:10][NH:9][C:8]2[CH:11]=[CH:12][CH:13]=[C:14]([C:21]3[CH:22]=[CH:23][C:18]([O:17][CH3:16])=[CH:19][C:20]=3[CH3:27])[C:7]=2[O:6]1)=[N+:2]=[N-:3]. (6) The product is: [CH2:1]([O:3][C:4]([C:5]1[C:6]2[N:15]=[C:25]([NH2:26])[NH:14][C:7]=2[CH:8]=[C:9]([S:11][CH2:12][CH3:13])[CH:10]=1)=[O:16])[CH3:2]. Given the reactants [CH2:1]([O:3][C:4](=[O:16])[C:5]1[CH:10]=[C:9]([S:11][CH2:12][CH3:13])[CH:8]=[C:7]([NH2:14])[C:6]=1[NH2:15])[CH3:2].COC(C1C2N=C(N)[NH:26][C:25]=2C=CC=1)=O.BrC#N, predict the reaction product.